This data is from Reaction yield outcomes from USPTO patents with 853,638 reactions. The task is: Predict the reaction yield, written as a fraction of the theoretical maximum amount of product (1.0 means a 100% yield; for example, 0.34 means a 34% yield). (1) The reactants are [CH3:1][C:2]1([CH3:16])[C:6]([CH3:8])([CH3:7])[O:5][B:4]([C:9]2[CH:14]=[CH:13][C:12]([OH:15])=[CH:11][CH:10]=2)[O:3]1.[N:17]1([CH2:23][CH2:24]O)[CH2:22][CH2:21][O:20][CH2:19][CH2:18]1.C1(P(C2C=CC=CC=2)C2C=CC=CC=2)C=CC=CC=1.CC(OC(/N=N/C(OC(C)C)=O)=O)C. The catalyst is C(Cl)Cl. The product is [CH3:8][C:6]1([CH3:7])[C:2]([CH3:16])([CH3:1])[O:3][B:4]([C:9]2[CH:14]=[CH:13][C:12]([O:15][CH2:24][CH2:23][N:17]3[CH2:22][CH2:21][O:20][CH2:19][CH2:18]3)=[CH:11][CH:10]=2)[O:5]1. The yield is 0.740. (2) The yield is 0.780. The reactants are [NH2:1][C:2]1[S:3][C:4]([C:8]([O:10][CH2:11][CH3:12])=[O:9])=[C:5]([CH3:7])[N:6]=1.[N:13]1[CH:18]=CC=CC=1.ClC(OC1C=CC([N+]([O-])=O)=CC=1)=O.[OH2:32].[NH2:33]N. The product is [NH:13]([C:18]([NH:1][C:2]1[S:3][C:4]([C:8]([O:10][CH2:11][CH3:12])=[O:9])=[C:5]([CH3:7])[N:6]=1)=[O:32])[NH2:33]. The catalyst is O1CCCC1.ClCCl.